From a dataset of Forward reaction prediction with 1.9M reactions from USPTO patents (1976-2016). Predict the product of the given reaction. Given the reactants Cl[C:2]1[N:7]=[C:6]([O:8][C:9]2[C:18]3[C:13](=[CH:14][CH:15]=[CH:16][CH:17]=3)[C:12]([NH:19][C:20]([NH:22][C:23]3[N:27]([C:28]4[CH:33]=[CH:32][CH:31]=[C:30]([CH2:34][P:35]([CH3:38])([CH3:37])=[O:36])[CH:29]=4)[N:26]=[C:25]([CH:39]([CH3:41])[CH3:40])[CH:24]=3)=[O:21])=[CH:11][CH:10]=2)[CH:5]=[CH:4][N:3]=1.[CH3:42][O:43][CH2:44][CH2:45][O:46][CH2:47][CH2:48][O:49][CH2:50][CH2:51][O:52][CH2:53][CH2:54][O:55][C:56]1[CH:57]=[C:58]([CH:60]=[C:61]([O:63][CH3:64])[CH:62]=1)[NH2:59], predict the reaction product. The product is: [CH3:42][O:43][CH2:44][CH2:45][O:46][CH2:47][CH2:48][O:49][CH2:50][CH2:51][O:52][CH2:53][CH2:54][O:55][C:56]1[CH:57]=[C:58]([NH:59][C:2]2[N:7]=[C:6]([O:8][C:9]3[C:18]4[C:13](=[CH:14][CH:15]=[CH:16][CH:17]=4)[C:12]([NH:19][C:20]([NH:22][C:23]4[N:27]([C:28]5[CH:33]=[CH:32][CH:31]=[C:30]([CH2:34][P:35]([CH3:38])([CH3:37])=[O:36])[CH:29]=5)[N:26]=[C:25]([CH:39]([CH3:41])[CH3:40])[CH:24]=4)=[O:21])=[CH:11][CH:10]=3)[CH:5]=[CH:4][N:3]=2)[CH:60]=[C:61]([O:63][CH3:64])[CH:62]=1.